Dataset: Full USPTO retrosynthesis dataset with 1.9M reactions from patents (1976-2016). Task: Predict the reactants needed to synthesize the given product. (1) Given the product [C:12]([C:7]1[CH:8]=[CH:9][CH:10]=[C:11]2[C:6]=1[CH:5]=[CH:4][N:3]2[CH2:15][C:16]([NH2:18])=[O:17])#[N:13], predict the reactants needed to synthesize it. The reactants are: [H-].[Na+].[NH:3]1[C:11]2[CH:10]=[CH:9][CH:8]=[C:7]([C:12]#[N:13])[C:6]=2[CH:5]=[CH:4]1.Br[CH2:15][C:16]([NH2:18])=[O:17].O. (2) Given the product [Cl:1][C:2]1[N:10]=[C:9]2[C:5]([N:6]=[C:7]([C:17]([OH:20])([CH3:19])[CH3:18])[N:8]2[CH:11]([CH3:16])[CH:12]=[O:13])=[C:4]([N:21]2[CH2:26][CH2:25][O:24][CH2:23][CH2:22]2)[N:3]=1, predict the reactants needed to synthesize it. The reactants are: [Cl:1][C:2]1[N:10]=[C:9]2[C:5]([N:6]=[C:7]([C:17]([OH:20])([CH3:19])[CH3:18])[N:8]2[CH:11]([CH3:16])[C:12](OC)=[O:13])=[C:4]([N:21]2[CH2:26][CH2:25][O:24][CH2:23][CH2:22]2)[N:3]=1.[AlH4-].[Li+].[NH4+].[Cl-].[C@H](O)(C([O-])=O)[C@@H](O)C([O-])=O.[Na+].[K+].